This data is from Reaction yield outcomes from USPTO patents with 853,638 reactions. The task is: Predict the reaction yield, written as a fraction of the theoretical maximum amount of product (1.0 means a 100% yield; for example, 0.34 means a 34% yield). (1) The catalyst is CCO.Cl. The yield is 0.870. The product is [CH3:22][C:23]1[N:28]=[C:27]([NH:29][C:30]2[S:31][C:2]3[CH2:10][CH2:9][C:8]4[NH:7][N:6]=[CH:5][C:4]=4[C:3]=3[N:32]=2)[CH:26]=[CH:25][CH:24]=1. The reactants are Br[CH:2]1[CH2:10][CH2:9][C:8]2[N:7](S(C3C=CC(C)=CC=3)(=O)=O)[N:6]=[CH:5][C:4]=2[C:3]1=O.[CH3:22][C:23]1[N:28]=[C:27]([NH:29][C:30]([NH2:32])=[S:31])[CH:26]=[CH:25][CH:24]=1. (2) The reactants are [F:1][C:2]1[CH:7]=[CH:6][C:5]([S:8]([N:11]2[C:20]3[C:15](=[CH:16][C:17]([C:21]([OH:30])([C:26]([F:29])([F:28])[F:27])[C:22]([F:25])([F:24])[F:23])=[CH:18][CH:19]=3)[CH2:14][CH2:13][C@H:12]2[CH2:31][C:32]2[O:36][C:35]([CH2:37][C:38]([OH:40])=O)=[N:34][N:33]=2)(=[O:10])=[O:9])=[CH:4][CH:3]=1.[CH3:41][NH:42][CH3:43]. No catalyst specified. The product is [F:1][C:2]1[CH:3]=[CH:4][C:5]([S:8]([N:11]2[C:20]3[C:15](=[CH:16][C:17]([C:21]([OH:30])([C:22]([F:25])([F:24])[F:23])[C:26]([F:27])([F:28])[F:29])=[CH:18][CH:19]=3)[CH2:14][CH2:13][C@H:12]2[CH2:31][C:32]2[O:36][C:35]([CH2:37][C:38]([N:42]([CH3:43])[CH3:41])=[O:40])=[N:34][N:33]=2)(=[O:9])=[O:10])=[CH:6][CH:7]=1. The yield is 0.450. (3) The reactants are [CH2:1]([C:3]1[CH:4]=[CH:5][C:6]([CH:9]=[CH2:10])=[N:7][CH:8]=1)[CH3:2].BrN1C(=[O:17])CCC1=O.[OH-].[Na+].[OH:21][C:22]1[CH:29]=[CH:28][C:25]([CH:26]=[O:27])=[CH:24][CH:23]=1. The catalyst is O.C1(C)C=CC=CC=1.C(O)(C)(C)C. The product is [CH2:1]([C:3]1[CH:4]=[CH:5][C:6]([CH:9]([OH:17])[CH2:10][O:21][C:22]2[CH:29]=[CH:28][C:25]([CH:26]=[O:27])=[CH:24][CH:23]=2)=[N:7][CH:8]=1)[CH3:2]. The yield is 0.810. (4) The reactants are [F:1][C:2]1[CH:3]=[C:4]([N+:9]([O-:11])=[O:10])[CH:5]=[CH:6][C:7]=1F.[OH-].[NH4+:13]. The catalyst is O. The product is [F:1][C:2]1[CH:3]=[C:4]([N+:9]([O-:11])=[O:10])[CH:5]=[CH:6][C:7]=1[NH2:13]. The yield is 0.900. (5) The reactants are [C:1]([O:5][C:6]([N:8]1[CH2:13][CH2:12][CH:11]([C:14]2[N:15]([CH3:30])[C:16]3[C:21]([N:22]=2)=[C:20]([N:23]2[CH2:28][CH2:27][O:26][CH2:25][CH2:24]2)[N:19]=[C:18](Cl)[N:17]=3)[CH2:10][CH2:9]1)=[O:7])([CH3:4])([CH3:3])[CH3:2].[CH2:31]([C:33]1[NH:34][C:35]2[CH:41]=[CH:40][CH:39]=[CH:38][C:36]=2[N:37]=1)[CH3:32].CC(C1C=C(C(C)C)C(C2C=CC=CC=2P(C2CCCCC2)C2CCCCC2)=C(C(C)C)C=1)C.C([O-])([O-])=O.[Cs+].[Cs+]. The catalyst is O1CCOCC1.CCOC(C)=O.C1C=CC(/C=C/C(/C=C/C2C=CC=CC=2)=O)=CC=1.C1C=CC(/C=C/C(/C=C/C2C=CC=CC=2)=O)=CC=1.C1C=CC(/C=C/C(/C=C/C2C=CC=CC=2)=O)=CC=1.[Pd].[Pd]. The product is [CH2:31]([C:33]1[N:34]([C:18]2[N:17]=[C:16]3[C:21]([N:22]=[C:14]([CH:11]4[CH2:12][CH2:13][N:8]([C:6]([O:5][C:1]([CH3:4])([CH3:3])[CH3:2])=[O:7])[CH2:9][CH2:10]4)[N:15]3[CH3:30])=[C:20]([N:23]3[CH2:28][CH2:27][O:26][CH2:25][CH2:24]3)[N:19]=2)[C:35]2[CH:41]=[CH:40][CH:39]=[CH:38][C:36]=2[N:37]=1)[CH3:32]. The yield is 0.830. (6) The reactants are S(Cl)([Cl:3])=O.[N:5]1[CH:10]=[CH:9][CH:8]=[C:7]([CH2:11]O)[CH:6]=1. The catalyst is C(Cl)(Cl)Cl. The product is [ClH:3].[Cl:3][CH2:11][C:7]1[CH:6]=[N:5][CH:10]=[CH:9][CH:8]=1. The yield is 0.636. (7) The reactants are [CH2:1]([N:5]1[C:13]2[C:8](=[CH:9][C:10]([O:14][C:15]3[CH:20]=[CH:19][CH:18]=[CH:17][C:16]=3[CH2:21][C:22](O)=[O:23])=[CH:11][CH:12]=2)[CH:7]=[N:6]1)[CH:2]([CH3:4])[CH3:3].C1CN([P+](ON2N=NC3C=CC=CC2=3)(N2CCCC2)N2CCCC2)CC1.F[P-](F)(F)(F)(F)F.CCN(C(C)C)C(C)C.[N:67]1([C:73]2[CH:78]=[CH:77][C:76]([NH2:79])=[CH:75][CH:74]=2)[CH2:72][CH2:71][O:70][CH2:69][CH2:68]1.C(O)C(N)(CO)CO. The catalyst is C(Cl)(Cl)Cl. The product is [CH2:1]([N:5]1[C:13]2[C:8](=[CH:9][C:10]([O:14][C:15]3[CH:20]=[CH:19][CH:18]=[CH:17][C:16]=3[CH2:21][C:22]([NH:79][C:76]3[CH:75]=[CH:74][C:73]([N:67]4[CH2:68][CH2:69][O:70][CH2:71][CH2:72]4)=[CH:78][CH:77]=3)=[O:23])=[CH:11][CH:12]=2)[CH:7]=[N:6]1)[CH:2]([CH3:4])[CH3:3]. The yield is 0.400. (8) The reactants are [F:1][C:2]1[CH:9]=[CH:8][C:5]([CH:6]=[O:7])=[C:4]([CH:10]=[CH2:11])[CH:3]=1.[BH4-].[Na+]. The catalyst is CO.O. The product is [F:1][C:2]1[CH:9]=[CH:8][C:5]([CH2:6][OH:7])=[C:4]([CH:10]=[CH2:11])[CH:3]=1. The yield is 0.740.